From a dataset of Reaction yield outcomes from USPTO patents with 853,638 reactions. Predict the reaction yield, written as a fraction of the theoretical maximum amount of product (1.0 means a 100% yield; for example, 0.34 means a 34% yield). The reactants are [Cl:1][SiH:2]([CH2:4][Si:5]([Cl:8])([Cl:7])[Cl:6])[Cl:3].Cl[Si](C[Si](Cl)(Cl)Cl)(Cl)Cl.[CH2:18]([Cl:22])[C:19](=[CH2:21])[CH3:20]. The catalyst is O1CCCC1.[H+].[H+].Cl[Pt-2](Cl)(Cl)(Cl)(Cl)Cl. The product is [Cl:6][Si:5]([Cl:8])([Cl:7])[CH2:4][Si:2]([Cl:3])([Cl:1])[CH2:20][CH:19]([CH3:21])[CH2:18][Cl:22]. The yield is 0.600.